From a dataset of Forward reaction prediction with 1.9M reactions from USPTO patents (1976-2016). Predict the product of the given reaction. (1) The product is: [NH2:1][C:4]1[CH:5]=[C:6]([CH:37]=[CH:38][CH:39]=1)[CH2:7][N:8]([CH2:16][CH2:17][N:18]1[CH:27]([CH2:28][C:29]2[CH:30]=[CH:31][C:32]([F:35])=[CH:33][CH:34]=2)[CH2:26][C:25]2[C:20](=[CH:21][CH:22]=[CH:23][CH:24]=2)[CH2:19]1)[C:9](=[O:15])[O:10][C:11]([CH3:13])([CH3:14])[CH3:12]. Given the reactants [N+:1]([C:4]1[CH:5]=[C:6]([CH:37]=[CH:38][CH:39]=1)[CH2:7][N:8]([CH2:16][CH2:17][N:18]1[CH:27]([CH2:28][C:29]2[CH:34]=[CH:33][C:32]([F:35])=[CH:31][CH:30]=2)[CH2:26][C:25]2[C:20](=[CH:21][CH:22]=[C:23](F)[CH:24]=2)[CH2:19]1)[C:9](=[O:15])[O:10][C:11]([CH3:14])([CH3:13])[CH3:12])([O-])=O.[BH4-].[Na+].O, predict the reaction product. (2) Given the reactants [CH2:1]([O:8][C:9]1[CH:18]=[CH:17][CH:16]=[C:15]2[C:10]=1[CH2:11][CH2:12][CH2:13][CH:14]2[C:19]([N:21]([C:28]1[CH:29]=[N:30][C:31]([O:34][CH3:35])=[CH:32][CH:33]=1)[CH2:22][C:23]1[CH:24]=[N:25][NH:26][CH:27]=1)=[O:20])[C:2]1[CH:7]=[CH:6][CH:5]=[CH:4][CH:3]=1.Cl.Cl[CH2:38][C:39]1[CH:44]=[CH:43][C:42]([CH3:45])=[CH:41][N:40]=1, predict the reaction product. The product is: [CH2:1]([O:8][C:9]1[CH:18]=[CH:17][CH:16]=[C:15]2[C:10]=1[CH2:11][CH2:12][CH2:13][CH:14]2[C:19]([N:21]([C:28]1[CH:29]=[N:30][C:31]([O:34][CH3:35])=[CH:32][CH:33]=1)[CH2:22][C:23]1[CH:24]=[N:25][N:26]([CH2:38][C:39]2[CH:44]=[CH:43][C:42]([CH3:45])=[CH:41][N:40]=2)[CH:27]=1)=[O:20])[C:2]1[CH:7]=[CH:6][CH:5]=[CH:4][CH:3]=1. (3) Given the reactants C(O[C:4](=[O:20])[C:5](=[O:19])[CH2:6][C:7]1([C:10]2[CH:15]=[CH:14][CH:13]=[C:12]([Cl:16])[C:11]=2[O:17][CH3:18])[CH2:9][CH2:8]1)C.[F:21][C:22]([Si](C)(C)C)([F:24])[F:23].[F-].C([N+](CCCC)(CCCC)CCCC)CCC.O, predict the reaction product. The product is: [Cl:16][C:12]1[C:11]([O:17][CH3:18])=[C:10]([C:7]2([CH2:6][C:5]([OH:19])([C:22]([F:24])([F:23])[F:21])[CH:4]=[O:20])[CH2:8][CH2:9]2)[CH:15]=[CH:14][CH:13]=1. (4) Given the reactants [Cl:1][C:2]1[CH:3]=[C:4]([C@@H:12]([N:14]2[CH2:18][CH:17]=[C:16]([C:19]3([C:25]4[CH:30]=[CH:29][C:28]([F:31])=[CH:27][CH:26]=4)[CH2:24][CH2:23][NH:22][CH2:21][CH2:20]3)[C:15]2=[O:32])[CH3:13])[C:5]2[C:10]([CH:11]=1)=[CH:9][CH:8]=[CH:7][CH:6]=2.[BH-](OC(C)=O)(OC(C)=O)O[C:35](C)=O.[Na+], predict the reaction product. The product is: [Cl:1][C:2]1[CH:3]=[C:4]([C@@H:12]([N:14]2[CH2:18][CH:17]=[C:16]([C:19]3([C:25]4[CH:30]=[CH:29][C:28]([F:31])=[CH:27][CH:26]=4)[CH2:24][CH2:23][N:22]([CH3:35])[CH2:21][CH2:20]3)[C:15]2=[O:32])[CH3:13])[C:5]2[C:10]([CH:11]=1)=[CH:9][CH:8]=[CH:7][CH:6]=2.